From a dataset of Forward reaction prediction with 1.9M reactions from USPTO patents (1976-2016). Predict the product of the given reaction. The product is: [Cl:9][C:6]1[CH:5]=[C:4]([C:10]2([C:33]([F:35])([F:36])[F:34])[O:14][N:13]=[C:12]([C:15]3[CH:16]=[CH:17][C:18]([C:21]4([F:32])[CH2:22][N:23]([C:25]([CH:27]5[CH2:28][S:29](=[O:37])(=[O:31])[CH2:30]5)=[O:26])[CH2:24]4)=[CH:19][CH:20]=3)[CH2:11]2)[CH:3]=[C:2]([Cl:1])[C:7]=1[F:8]. Given the reactants [Cl:1][C:2]1[CH:3]=[C:4]([C:10]2([C:33]([F:36])([F:35])[F:34])[O:14][N:13]=[C:12]([C:15]3[CH:20]=[CH:19][C:18]([C:21]4([F:32])[CH2:24][N:23]([C:25]([CH:27]5[CH2:30][S:29](=[O:31])[CH2:28]5)=[O:26])[CH2:22]4)=[CH:17][CH:16]=3)[CH2:11]2)[CH:5]=[C:6]([Cl:9])[C:7]=1[F:8].[OH:37]OS([O-])=O.[K+], predict the reaction product.